Dataset: Catalyst prediction with 721,799 reactions and 888 catalyst types from USPTO. Task: Predict which catalyst facilitates the given reaction. (1) Product: [CH3:12][O:11][C:4]1[CH:3]=[C:2]([C:16]2[CH:17]=[CH:18][N:13]=[CH:14][CH:15]=2)[CH:7]=[CH:6][C:5]=1[N+:8]([O-:10])=[O:9]. Reactant: Cl[C:2]1[CH:7]=[CH:6][C:5]([N+:8]([O-:10])=[O:9])=[C:4]([O:11][CH3:12])[CH:3]=1.[N:13]1[CH:18]=[CH:17][C:16](B(O)O)=[CH:15][CH:14]=1.C([O-])([O-])=O.[Na+].[Na+]. The catalyst class is: 184. (2) Reactant: [CH3:1][O:2][C:3]1[C:12]2[N:11]=[C:10]([NH:13][C:14]([C:16]3[CH:17]=[N:18][CH:19]=[CH:20][CH:21]=3)=[O:15])[N:9]3[CH2:22][CH2:23][N:24]=[C:8]3[C:7]=2[CH:6]=[CH:5][C:4]=1[O:25][CH2:26][CH2:27][O:28][CH2:29][CH2:30][NH:31]C(=O)OC(C)(C)C. Product: [NH2:31][CH2:30][CH2:29][O:28][CH2:27][CH2:26][O:25][C:4]1[CH:5]=[CH:6][C:7]2[C:8]3[N:9]([CH2:22][CH2:23][N:24]=3)[C:10]([NH:13][C:14](=[O:15])[C:16]3[CH:21]=[CH:20][CH:19]=[N:18][CH:17]=3)=[N:11][C:12]=2[C:3]=1[O:2][CH3:1]. The catalyst class is: 330. (3) Reactant: [H-].[H-].[H-].[H-].[Li+].[Al+3].[NH:7]1[C:15]2[CH2:14][CH2:13][N:12]([C:16]([O:18][C:19]([CH3:22])([CH3:21])[CH3:20])=[O:17])[CH2:11][C:10]=2[C:9]([C:23](OCC)=[O:24])=[N:8]1. Product: [OH:24][CH2:23][C:9]1[C:10]2[CH2:11][N:12]([C:16]([O:18][C:19]([CH3:22])([CH3:21])[CH3:20])=[O:17])[CH2:13][CH2:14][C:15]=2[NH:7][N:8]=1. The catalyst class is: 1. (4) Reactant: [F:1][C:2]1[CH:7]=[C:6]([O:8][CH2:9][CH2:10][C@@H:11]2[CH2:13][C@@H:12]2[CH:14]2[CH2:19][CH2:18][N:17]([C:20]3[N:25]=[CH:24][C:23]([CH2:26][O:27][CH3:28])=[CH:22][N:21]=3)[CH2:16][CH2:15]2)[CH:5]=[C:4]([F:29])[C:3]=1[CH2:30][C:31]([O:33]C)=[O:32].CO.[OH-].[Na+].Cl. Product: [F:29][C:4]1[CH:5]=[C:6]([O:8][CH2:9][CH2:10][C@@H:11]2[CH2:13][C@@H:12]2[CH:14]2[CH2:19][CH2:18][N:17]([C:20]3[N:21]=[CH:22][C:23]([CH2:26][O:27][CH3:28])=[CH:24][N:25]=3)[CH2:16][CH2:15]2)[CH:7]=[C:2]([F:1])[C:3]=1[CH2:30][C:31]([OH:33])=[O:32]. The catalyst class is: 30. (5) Reactant: S(C)C.[CH:4]1([N:9]2[C:18]3[N:17]=[C:16]([NH:19][C:20]4[CH:35]=[CH:34][C:23]([C:24]([NH:26][CH:27]5[CH2:32][CH2:31][N:30]([CH3:33])[CH2:29][CH2:28]5)=[O:25])=[CH:22][C:21]=4[O:36][CH2:37][CH3:38])[N:15]=[CH:14][C:13]=3[N:12]([CH3:39])[C:11](=O)[C@H:10]2[CH2:41][CH3:42])[CH2:8][CH2:7][CH2:6][CH2:5]1.Cl. Product: [NH3:9].[CH:4]1([N:9]2[C:18]3[N:17]=[C:16]([NH:19][C:20]4[CH:35]=[CH:34][C:23]([C:24]([NH:26][CH:27]5[CH2:32][CH2:31][N:30]([CH3:33])[CH2:29][CH2:28]5)=[O:25])=[CH:22][C:21]=4[O:36][CH2:37][CH3:38])[N:15]=[CH:14][C:13]=3[N:12]([CH3:39])[CH2:11][C@H:10]2[CH2:41][CH3:42])[CH2:8][CH2:7][CH2:6][CH2:5]1. The catalyst class is: 20. (6) Reactant: Cl.[CH3:2][NH:3][O:4][CH3:5].[CH:6]1([C:9](Cl)=[O:10])[CH2:8][CH2:7]1. Product: [CH3:5][O:4][N:3]([CH3:2])[C:9]([CH:6]1[CH2:8][CH2:7]1)=[O:10]. The catalyst class is: 2. (7) Reactant: [F:1][C:2]1[C:3]([N:14]2[CH2:19][CH2:18][O:17][CH2:16][CH2:15]2)=[N:4][C:5]([NH:10][CH:11]([CH3:13])[CH3:12])=[C:6]([CH:9]=1)[C:7]#N.[OH-:20].[K+].C([OH:25])CC. Product: [F:1][C:2]1[C:3]([N:14]2[CH2:19][CH2:18][O:17][CH2:16][CH2:15]2)=[N:4][C:5]([NH:10][CH:11]([CH3:13])[CH3:12])=[C:6]([CH:9]=1)[C:7]([OH:25])=[O:20]. The catalyst class is: 6. (8) Reactant: [Cl:1][CH2:2][C:3](Cl)=[O:4].[C:6]1([C:12]2([C:22]3[CH:27]=[CH:26][CH:25]=[CH:24][CH:23]=3)[C:21]3[C:16](=[CH:17][CH:18]=[CH:19][CH:20]=3)[CH2:15][CH2:14][NH:13]2)[CH:11]=[CH:10][CH:9]=[CH:8][CH:7]=1.O.C1(C)C=CC(S(O)(=O)=O)=CC=1. Product: [Cl:1][CH2:2][C:3]([N:13]1[CH2:14][CH2:15][C:16]2[C:21](=[CH:20][CH:19]=[CH:18][CH:17]=2)[C:12]1([C:22]1[CH:23]=[CH:24][CH:25]=[CH:26][CH:27]=1)[C:6]1[CH:11]=[CH:10][CH:9]=[CH:8][CH:7]=1)=[O:4]. The catalyst class is: 11. (9) Reactant: [C:1]([NH:4][C:5]1[CH:10]=[C:9]([O:11][C:12]2[CH:13]=[C:14]([CH2:18][CH2:19][C:20]([O:22]C)=[O:21])[CH:15]=[CH:16][CH:17]=2)[CH:8]=[CH:7][N:6]=1)(=[O:3])[CH3:2].[OH-].[Na+]. Product: [C:1]([NH:4][C:5]1[CH:10]=[C:9]([O:11][C:12]2[CH:13]=[C:14]([CH2:18][CH2:19][C:20]([OH:22])=[O:21])[CH:15]=[CH:16][CH:17]=2)[CH:8]=[CH:7][N:6]=1)(=[O:3])[CH3:2]. The catalyst class is: 5.